Dataset: Forward reaction prediction with 1.9M reactions from USPTO patents (1976-2016). Task: Predict the product of the given reaction. (1) Given the reactants [Br:1][C:2]1[CH:3]=[C:4]([C:11]([NH:13][CH2:14][C:15]2[C:16](=[O:23])[NH:17][C:18]([CH3:22])=[CH:19][C:20]=2[CH3:21])=[O:12])[C:5]2[CH:10]=[N:9][NH:8][C:6]=2[N:7]=1.C([O-])([O-])=O.[K+].[K+].Br[CH:31]1[CH2:36][CH2:35][N:34]([C:37]([O:39][C:40]([CH3:43])([CH3:42])[CH3:41])=[O:38])[CH2:33][CH2:32]1.O, predict the reaction product. The product is: [Br:1][C:2]1[N:7]=[C:6]2[N:8]([CH:31]3[CH2:36][CH2:35][N:34]([C:37]([O:39][C:40]([CH3:43])([CH3:42])[CH3:41])=[O:38])[CH2:33][CH2:32]3)[N:9]=[CH:10][C:5]2=[C:4]([C:11](=[O:12])[NH:13][CH2:14][C:15]2[C:16](=[O:23])[NH:17][C:18]([CH3:22])=[CH:19][C:20]=2[CH3:21])[CH:3]=1. (2) Given the reactants [Cl:1][C:2]1[CH:7]=[CH:6][N:5]=[C:4]([CH2:8][NH:9][C:10]2[O:11][C:12]3[C:18]([O:19][CH3:20])=[CH:17][C:16]([C:21]([OH:23])=O)=[CH:15][C:13]=3[N:14]=2)[CH:3]=1.[F:24][CH:25]([F:36])[CH:26]1[NH:31][CH2:30][C:29]([CH2:33][CH2:34][OH:35])([CH3:32])[O:28][CH2:27]1.C(N(CC)C(C)C)(C)C.CN(C(ON1N=NC2C=CC=NC1=2)=[N+](C)C)C.F[P-](F)(F)(F)(F)F, predict the reaction product. The product is: [Cl:1][C:2]1[CH:7]=[CH:6][N:5]=[C:4]([CH2:8][NH:9][C:10]2[O:11][C:12]3[C:18]([O:19][CH3:20])=[CH:17][C:16]([C:21]([N:31]4[CH:26]([CH:25]([F:24])[F:36])[CH2:27][O:28][C:29]([CH2:33][CH2:34][OH:35])([CH3:32])[CH2:30]4)=[O:23])=[CH:15][C:13]=3[N:14]=2)[CH:3]=1. (3) The product is: [NH2:13][C:11]1[S:12][C:8](/[CH:7]=[C:6](\[NH:18][C:19](=[O:38])[C:20]2[CH:25]=[CH:24][C:23]([C:26]([NH:28][CH2:29][C:30]3[CH:35]=[CH:34][CH:33]=[C:32]([OH:36])[CH:31]=3)=[O:27])=[CH:22][C:21]=2[Cl:37])/[C:5]([OH:39])=[O:4])=[C:9]([C:14]([F:15])([F:16])[F:17])[N:10]=1.[Cl:37][C:21]1[CH:22]=[C:23]([C:26]([NH:28][CH2:29][C:30]2[CH:35]=[CH:34][CH:33]=[C:32]([OH:36])[CH:31]=2)=[O:27])[CH:24]=[CH:25][C:20]=1[C:19]([NH:18]/[C:6](=[CH:7]\[C:8]1[S:12][C:11]([NH:13][CH3:40])=[N:10][C:9]=1[C:14]([F:17])([F:15])[F:16])/[C:5]([OH:4])=[O:39])=[O:38]. Given the reactants [OH-].[Na+].C[O:4][C:5](=[O:39])/[C:6](/[NH:18][C:19](=[O:38])[C:20]1[CH:25]=[CH:24][C:23]([C:26]([NH:28][CH2:29][C:30]2[CH:35]=[CH:34][CH:33]=[C:32]([OH:36])[CH:31]=2)=[O:27])=[CH:22][C:21]=1[Cl:37])=[CH:7]/[C:8]1[S:12][C:11]([NH2:13])=[N:10][C:9]=1[C:14]([F:17])([F:16])[F:15].[CH3:40]O, predict the reaction product.